Predict the product of the given reaction. From a dataset of Forward reaction prediction with 1.9M reactions from USPTO patents (1976-2016). (1) Given the reactants ClCCl.Cl[C:5]1[C:10]([C:11]([O:13][CH3:14])=[O:12])=[CH:9][C:8]([C:15]([O:17][CH3:18])=[O:16])=[CH:7][N:6]=1.[CH2:19](N(CC)CC)[CH3:20], predict the reaction product. The product is: [CH:19]([C:5]1[C:10]([C:11]([O:13][CH3:14])=[O:12])=[CH:9][C:8]([C:15]([O:17][CH3:18])=[O:16])=[CH:7][N:6]=1)=[CH2:20]. (2) Given the reactants [CH3:1][C:2]1[CH:11]=[CH:10][CH:9]=[C:8]([CH3:12])[C:3]=1[C:4]([O:6][CH3:7])=[O:5].S(Cl)([Cl:16])(=O)=O.C([O-])(O)=O.[Na+], predict the reaction product. The product is: [Cl:16][CH2:1][C:2]1[CH:11]=[CH:10][CH:9]=[C:8]([CH3:12])[C:3]=1[C:4]([O:6][CH3:7])=[O:5]. (3) Given the reactants [NH:1]([C:9]([O:11][CH2:12][CH:13]1[C:25]2[C:20](=[CH:21][CH:22]=[CH:23][CH:24]=2)[C:19]2[C:14]1=[CH:15][CH:16]=[CH:17][CH:18]=2)=[O:10])[C@H:2]([C:6]([OH:8])=[O:7])[CH:3]([CH3:5])[CH3:4].O[N:27]1[C:31](=[O:32])[CH2:30][CH2:29][C:28]1=[O:33].C1CCC(N=C=NC2CCCCC2)CC1, predict the reaction product. The product is: [NH:1]([C:9]([O:11][CH2:12][CH:13]1[C:14]2[C:19](=[CH:18][CH:17]=[CH:16][CH:15]=2)[C:20]2[C:25]1=[CH:24][CH:23]=[CH:22][CH:21]=2)=[O:10])[C@H:2]([C:6]([O:8][N:27]1[C:31](=[O:32])[CH2:30][CH2:29][C:28]1=[O:33])=[O:7])[CH:3]([CH3:5])[CH3:4]. (4) Given the reactants [CH3:1][CH2:2][O:3][Si:4]([O:11][CH2:12][CH3:13])([O:8][CH2:9][CH3:10])[O:5][CH2:6][CH3:7].C(O)C.Cl.O, predict the reaction product. The product is: [CH3:7][CH2:6][O:5][Si:4]([O:3][CH2:2][CH3:1])([O:8][CH2:9][CH3:10])[O:11][CH2:12][CH3:13]. (5) Given the reactants Cl[C:2]1[C:11]2[N:12]=[C:13]([CH3:28])[N:14]([CH2:15][C:16]3[O:20][N:19]=[C:18]([C:21]4[CH:26]=[CH:25][C:24]([F:27])=[CH:23][CH:22]=4)[CH:17]=3)[C:10]=2[C:9]2[CH:8]=[CH:7][CH:6]=[CH:5][C:4]=2[N:3]=1.[NH3:29], predict the reaction product. The product is: [F:27][C:24]1[CH:25]=[CH:26][C:21]([C:18]2[CH:17]=[C:16]([CH2:15][N:14]3[C:10]4[C:9]5[CH:8]=[CH:7][CH:6]=[CH:5][C:4]=5[N:3]=[C:2]([NH2:29])[C:11]=4[N:12]=[C:13]3[CH3:28])[O:20][N:19]=2)=[CH:22][CH:23]=1. (6) Given the reactants [CH:1]1([NH:4][C:5]([C:7]2[CH:12]=[CH:11][C:10]([C:13]3[N:14]=[C:15]([NH:18][C:19]([C@@H:21]4[CH2:25][CH2:24][C@H:23]([C:26]5[CH:31]=[CH:30][CH:29]=[CH:28][CH:27]=5)[NH:22]4)=[O:20])[S:16][CH:17]=3)=[CH:9][CH:8]=2)=[O:6])[CH2:3][CH2:2]1.CCN(C(C)C)C(C)C.Cl[C:42]([O:44][CH2:45][C:46]1[CH:51]=[CH:50][CH:49]=[CH:48][CH:47]=1)=[O:43], predict the reaction product. The product is: [CH2:45]([O:44][C:42]([N:22]1[C@@H:23]([C:26]2[CH:27]=[CH:28][CH:29]=[CH:30][CH:31]=2)[CH2:24][CH2:25][C@H:21]1[C:19](=[O:20])[NH:18][C:15]1[S:16][CH:17]=[C:13]([C:10]2[CH:11]=[CH:12][C:7]([C:5](=[O:6])[NH:4][CH:1]3[CH2:2][CH2:3]3)=[CH:8][CH:9]=2)[N:14]=1)=[O:43])[C:46]1[CH:51]=[CH:50][CH:49]=[CH:48][CH:47]=1. (7) Given the reactants [F:1][C:2]1[CH:3]=[C:4]([O:17][CH3:18])[C:5]([N+:14]([O-:16])=[O:15])=[C:6]([N:8]2[CH:12]=[C:11]([CH3:13])[N:10]=[CH:9]2)[CH:7]=1.[Br:19]N1C(=O)CCC1=O.O, predict the reaction product. The product is: [Br:19][C:9]1[N:8]([C:6]2[CH:7]=[C:2]([F:1])[CH:3]=[C:4]([O:17][CH3:18])[C:5]=2[N+:14]([O-:16])=[O:15])[CH:12]=[C:11]([CH3:13])[N:10]=1. (8) Given the reactants Cl[C:2]1[CH:7]=[C:6]([O:8][C:9]2[C:18]3[C:13](=[CH:14][C:15]([O:21][CH3:22])=[C:16]([O:19][CH3:20])[CH:17]=3)[N:12]=[CH:11][N:10]=2)[CH:5]=[CH:4][C:3]=1NC(=O)OCC1C=CC(OC)=C(OC)C=1.ClC1[C:48]2[C:43](=[CH:44][C:45]([O:51][CH3:52])=[C:46]([O:49][CH3:50])[CH:47]=2)N=CN=1.[C:53](=[O:56])([O-])O.[Na+].Cl[C:59]1C=CC=CC=1, predict the reaction product. The product is: [CH3:20][O:19][C:16]1[CH:17]=[C:18]2[C:13](=[CH:14][C:15]=1[O:21][CH3:22])[N:12]=[CH:11][N:10]=[C:9]2[O:8][C:6]1[CH:7]=[CH:2][C:3]([O:56][CH2:53][CH2:59][CH2:52][O:51][C:45]2[CH:44]=[CH:43][CH:48]=[CH:47][C:46]=2[O:49][CH3:50])=[CH:4][CH:5]=1.